This data is from Forward reaction prediction with 1.9M reactions from USPTO patents (1976-2016). The task is: Predict the product of the given reaction. (1) Given the reactants [CH3:1][C:2]1[O:6][N:5]=[C:4]([C:7]2[CH:12]=[CH:11][CH:10]=[CH:9][CH:8]=2)[C:3]=1[C:13]([OH:15])=O.[OH:16][C:17]1([C:23]2[CH:28]=[CH:27][CH:26]=[CH:25][CH:24]=2)[CH2:22][CH2:21][NH:20][CH2:19][CH2:18]1.Cl.C(N=C=NCCCN(C)C)C.C(N(CC)CC)C, predict the reaction product. The product is: [CH3:1][C:2]1[O:6][N:5]=[C:4]([C:7]2[CH:8]=[CH:9][CH:10]=[CH:11][CH:12]=2)[C:3]=1[C:13]([N:20]1[CH2:19][CH2:18][C:17]([C:23]2[CH:28]=[CH:27][CH:26]=[CH:25][CH:24]=2)([OH:16])[CH2:22][CH2:21]1)=[O:15]. (2) Given the reactants [C:1]1([C:7]2[N:8]=[C:9]3[N:13]([C:14]=2[CH:15]=O)[CH:12]=[CH:11][S:10]3)[CH:6]=[CH:5][CH:4]=[CH:3][CH:2]=1.[Br:17][C:18]1[C:19]([CH3:25])=[N:20][C:21]([NH2:24])=[N:22][CH:23]=1, predict the reaction product. The product is: [CH3:4][CH2:3][CH2:2][CH:1]([CH3:7])[CH3:6].[Br:17][C:18]1[C:19](/[CH:25]=[CH:15]/[C:14]2[N:13]3[C:9]([S:10][CH:11]=[CH:12]3)=[N:8][C:7]=2[C:1]2[CH:6]=[CH:5][CH:4]=[CH:3][CH:2]=2)=[N:20][C:21]([NH2:24])=[N:22][CH:23]=1. (3) Given the reactants [Cl:1][C:2]1[CH:3]=[C:4]([NH:9][C@H:10]([C:12]([O:14][CH3:15])=[O:13])[CH3:11])[CH:5]=[CH:6][C:7]=1[F:8].[CH2:16](Br)[C:17]1[CH:22]=[CH:21][CH:20]=[CH:19][CH:18]=1.[I-].C([NH3+])(C)(C)C.[H-].[Na+], predict the reaction product. The product is: [CH2:16]([N:9]([C:4]1[CH:5]=[CH:6][C:7]([F:8])=[C:2]([Cl:1])[CH:3]=1)[C@H:10]([C:12]([O:14][CH3:15])=[O:13])[CH3:11])[C:17]1[CH:22]=[CH:21][CH:20]=[CH:19][CH:18]=1.